This data is from Reaction yield outcomes from USPTO patents with 853,638 reactions. The task is: Predict the reaction yield, written as a fraction of the theoretical maximum amount of product (1.0 means a 100% yield; for example, 0.34 means a 34% yield). The reactants are Br[C:2]1[CH:7]=[CH:6][C:5]([N:8]2[C:16]3[C:15]4[CH:17]=[C:18]([NH:21][C:22](=[O:30])[C:23]5[CH:28]=[CH:27][CH:26]=[CH:25][C:24]=5[Cl:29])[CH:19]=[CH:20][C:14]=4[CH2:13][CH2:12][C:11]=3[C:10]([C:31]([NH2:33])=[O:32])=[N:9]2)=[CH:4][CH:3]=1.C1(C2C=CC=CC=2)C=CC=CC=1P(C(C)(C)C)C(C)(C)C.[CH3:55][C:56]([OH:60])([CH:58]=[CH2:59])[CH3:57].C(N(CC)CC)C. The catalyst is C([O-])(=O)C.[Pd+2].C([O-])(=O)C.CN(C)C=O. The product is [Cl:29][C:24]1[CH:25]=[CH:26][CH:27]=[CH:28][C:23]=1[C:22]([NH:21][C:18]1[CH:19]=[CH:20][C:14]2[CH2:13][CH2:12][C:11]3[C:10]([C:31]([NH2:33])=[O:32])=[N:9][N:8]([C:5]4[CH:6]=[CH:7][C:2](/[CH:59]=[CH:58]/[C:56]([OH:60])([CH3:57])[CH3:55])=[CH:3][CH:4]=4)[C:16]=3[C:15]=2[CH:17]=1)=[O:30]. The yield is 0.210.